This data is from Catalyst prediction with 721,799 reactions and 888 catalyst types from USPTO. The task is: Predict which catalyst facilitates the given reaction. (1) The catalyst class is: 17. Product: [CH3:11][C:10]1[N:9]=[C:7]([C:3]2[N:2]([CH3:1])[CH:6]=[CH:5][CH:4]=2)[N:17]2[C:12]=1[CH:13]=[N:14][C:15]([NH:18][C:19]1[CH:24]=[C:23]([O:25][CH3:26])[C:22]([O:27][CH3:28])=[C:21]([O:29][CH3:30])[CH:20]=1)=[N:16]2. Reactant: [CH3:1][N:2]1[CH:6]=[CH:5][CH:4]=[C:3]1[C:7]([NH:9][CH:10]([C:12]1[N:17]=[N:16][C:15]([NH:18][C:19]2[CH:24]=[C:23]([O:25][CH3:26])[C:22]([O:27][CH3:28])=[C:21]([O:29][CH3:30])[CH:20]=2)=[N:14][CH:13]=1)[CH3:11])=O.N1C=NC=N1.P(Cl)(Cl)(Cl)=O. (2) Reactant: [Br:1][C:2]1[CH:3]=[C:4]([CH:23]=[C:24]([F:26])[CH:25]=1)[CH2:5][NH:6][C:7]([C@@H:9]1[CH2:13][C@:12](O)([CH3:14])[CH2:11][N:10]1[C:16]([O:18][C:19]([CH3:22])([CH3:21])[CH3:20])=[O:17])=[O:8].C(N(S(F)(F)[F:33])CC)C. Product: [Br:1][C:2]1[CH:3]=[C:4]([CH:23]=[C:24]([F:26])[CH:25]=1)[CH2:5][NH:6][C:7]([C@@H:9]1[CH2:13][C@:12]([F:33])([CH3:14])[CH2:11][N:10]1[C:16]([O:18][C:19]([CH3:22])([CH3:21])[CH3:20])=[O:17])=[O:8]. The catalyst class is: 4. (3) Reactant: [F:1][C:2]1[CH:7]=[CH:6][C:5]([C:8]2[C:9]([C:21]3[CH:26]=[CH:25][CH:24]=[CH:23][CH:22]=3)=[C:10]([C:18]([NH2:20])=[O:19])[N:11]([CH:15]([CH3:17])[CH3:16])[C:12]=2[CH2:13]O)=[CH:4][CH:3]=1.[BrH:27].[C:28]1([P:34]([C:41]2[CH:46]=[CH:45][CH:44]=[CH:43][CH:42]=2)[C:35]2[CH:40]=[CH:39][CH:38]=[CH:37][CH:36]=2)[CH:33]=[CH:32][CH:31]=[CH:30][CH:29]=1. Product: [Br-:27].[C:18]([C:10]1[N:11]([CH:15]([CH3:16])[CH3:17])[C:12]([CH2:13][P+:34]([C:28]2[CH:29]=[CH:30][CH:31]=[CH:32][CH:33]=2)([C:35]2[CH:40]=[CH:39][CH:38]=[CH:37][CH:36]=2)[C:41]2[CH:42]=[CH:43][CH:44]=[CH:45][CH:46]=2)=[C:8]([C:5]2[CH:6]=[CH:7][C:2]([F:1])=[CH:3][CH:4]=2)[C:9]=1[C:21]1[CH:26]=[CH:25][CH:24]=[CH:23][CH:22]=1)(=[O:19])[NH2:20]. The catalyst class is: 2. (4) Reactant: [CH3:1][O:2][C:3]1[CH:4]=[C:5]([CH:24]=[CH:25][C:26]=1[O:27][CH3:28])[CH2:6][NH:7][C:8]1[N:13]2[N:14]=[C:15]([C:17]3[O:18][CH:19]=[CH:20][CH:21]=3)[N:16]=[C:12]2[C:11]([CH:22]=[O:23])=[CH:10][N:9]=1.C(N(CC)CC)C.[C:36]([O:40][C:41](O[C:41]([O:40][C:36]([CH3:39])([CH3:38])[CH3:37])=[O:42])=[O:42])([CH3:39])([CH3:38])[CH3:37].CN(C1C=CC=CN=1)C. Product: [C:36]([O:40][C:41]([N:7]([C:8]1[N:13]2[N:14]=[C:15]([C:17]3[O:18][CH:19]=[CH:20][CH:21]=3)[N:16]=[C:12]2[C:11]([CH:22]=[O:23])=[CH:10][N:9]=1)[CH2:6][C:5]1[CH:24]=[CH:25][C:26]([O:27][CH3:28])=[C:3]([O:2][CH3:1])[CH:4]=1)=[O:42])([CH3:39])([CH3:38])[CH3:37]. The catalyst class is: 96. (5) Reactant: C(Cl)(=O)OC(C)C.[O:8]1[CH:12]=[CH:11][CH:10]=[C:9]1[C:13]([NH:15][C:16]1([C:22]([NH:24][C@H:25]([C:29](O)=[O:30])[CH:26]([CH3:28])[CH3:27])=[O:23])[CH2:21][CH2:20][CH2:19][CH2:18][CH2:17]1)=[O:14].C(N(CC)CC)C.[BH4-].[Na+]. Product: [O:8]1[CH:12]=[CH:11][CH:10]=[C:9]1[C:13]([NH:15][C:16]1([C:22]([NH:24][C@H:25]([CH2:29][OH:30])[CH:26]([CH3:28])[CH3:27])=[O:23])[CH2:21][CH2:20][CH2:19][CH2:18][CH2:17]1)=[O:14]. The catalyst class is: 253. (6) Product: [C:53]([NH:57][C:50](=[O:52])[CH2:49][C:44]1[CH:45]=[CH:46][CH:47]=[CH:48][C:43]=1[C:42]#[C:41][C:40]1[CH:39]=[CH:38][N:37]=[C:36]2[NH:32][CH:33]=[CH:34][C:35]=12)([CH3:56])([CH3:55])[CH3:54]. Reactant: Cl.CN(C)CCCN=C=NCC.ON1C2C=CC=CC=2N=N1.C(N(CC)C(C)C)(C)C.[NH:32]1[C:36]2=[N:37][CH:38]=[CH:39][C:40]([C:41]#[C:42][C:43]3[CH:48]=[CH:47][CH:46]=[CH:45][C:44]=3[CH2:49][C:50]([OH:52])=O)=[C:35]2[CH:34]=[CH:33]1.[C:53]([NH2:57])([CH3:56])([CH3:55])[CH3:54]. The catalyst class is: 3. (7) The catalyst class is: 7. Product: [CH3:21][N:22]([CH3:23])[C:16]([C@@H:14]1[CH2:15][C@H:13]1[C:11]([C:5]1[C:4]2[C:8](=[CH:9][CH:10]=[C:2]([F:1])[CH:3]=2)[NH:7][CH:6]=1)=[O:12])=[O:18]. Reactant: [F:1][C:2]1[CH:3]=[C:4]2[C:8](=[CH:9][CH:10]=1)[NH:7][CH:6]=[C:5]2[C:11]([C@@H:13]1[CH2:15][C@H:14]1[C:16]([OH:18])=O)=[O:12].C(C1NC=CN=1)([C:21]1[NH:22][CH:23]=CN=1)=O.CNC. (8) Reactant: [C:1]([O:4][C:5]([CH3:8])([CH3:7])[CH3:6])(=[O:3])[CH3:2].Cl[C:10]1[CH:15]=[CH:14][CH:13]=[C:12]([CH3:16])[N:11]=1.[Li+].C[Si]([N-][Si](C)(C)C)(C)C.[Cl-].[NH4+]. Product: [CH3:16][C:12]1[N:11]=[C:10]([CH2:2][C:1]([O:4][C:5]([CH3:8])([CH3:7])[CH3:6])=[O:3])[CH:15]=[CH:14][CH:13]=1. The catalyst class is: 93.